This data is from Forward reaction prediction with 1.9M reactions from USPTO patents (1976-2016). The task is: Predict the product of the given reaction. (1) Given the reactants [Cl:1][C:2]1[CH:3]=[C:4]([CH:7]=[C:8]([Cl:20])[C:9]=1[N:10]1[CH:19]=[C:13]2[C:14](Cl)=[N:15][CH:16]=[CH:17][C:12]2=[N:11]1)[C:5]#[N:6].[C:21](=[O:28])([O:23][C:24]([CH3:27])([CH3:26])[CH3:25])[NH2:22].[O-]P([O-])([O-])=O.[K+].[K+].[K+], predict the reaction product. The product is: [C:24]([O:23][C:21](=[O:28])[NH:22][C:14]1[C:13]2=[CH:19][N:10]([C:9]3[C:2]([Cl:1])=[CH:3][C:4]([C:5]#[N:6])=[CH:7][C:8]=3[Cl:20])[N:11]=[C:12]2[CH:17]=[CH:16][N:15]=1)([CH3:27])([CH3:26])[CH3:25]. (2) Given the reactants [CH3:1][O:2][C:3]1[CH:4]=[C:5]([CH2:11][CH2:12][C:13]2[N:14]=[C:15]3[CH:21]=[C:20]([C:22]4[CH:23]=[N:24][NH:25][CH:26]=4)[N:19](S(C4C=CC=CC=4)(=O)=O)[C:16]3=[N:17][CH:18]=2)[CH:6]=[C:7]([O:9][CH3:10])[CH:8]=1.C(=O)([O-])[O-].[Cs+].[Cs+].Br[CH2:43][CH2:44][O:45][Si](C(C)(C)C)(C)C.C(=O)([O-])[O-].[K+].[K+], predict the reaction product. The product is: [CH3:10][O:9][C:7]1[CH:6]=[C:5]([CH2:11][CH2:12][C:13]2[N:14]=[C:15]3[CH:21]=[C:20]([C:22]4[CH:26]=[N:25][N:24]([CH2:43][CH2:44][OH:45])[CH:23]=4)[NH:19][C:16]3=[N:17][CH:18]=2)[CH:4]=[C:3]([O:2][CH3:1])[CH:8]=1. (3) Given the reactants [NH2:1][C:2]1[C:17]2[CH2:16][CH:15]=[CH:14][CH2:13][CH2:12][C:11]3[CH:18]=[C:19]([CH3:24])[N:20]=[C:21]([O:22][CH3:23])[C:10]=3[CH2:9][NH:8][C:7](=[O:25])[C:6]=2[CH:5]=[CH:4][CH:3]=1.O[CH:27]1[CH2:32][CH2:31][C:30](=[O:33])[CH2:29][CH2:28]1.[CH3:34][C:35](O)=O.[BH-](OC(C)=O)(OC(C)=O)OC(C)=O.[Na+].C(=O)C.C([O-])(O)=O.[Na+], predict the reaction product. The product is: [CH2:34]([N:1]([C@H:27]1[CH2:32][CH2:31][C@@H:30]([OH:33])[CH2:29][CH2:28]1)[C:2]1[C:17]2[CH2:16][CH:15]=[CH:14][CH2:13][CH2:12][C:11]3[CH:18]=[C:19]([CH3:24])[N:20]=[C:21]([O:22][CH3:23])[C:10]=3[CH2:9][NH:8][C:7](=[O:25])[C:6]=2[CH:5]=[CH:4][CH:3]=1)[CH3:35]. (4) Given the reactants [Cl:1][C:2]1[CH:11]=[C:10]([OH:12])[CH:9]=[CH:8][C:3]=1[C:4]([O:6]C)=O.N1C(C)=CC=CC=1C.FC(F)(F)S(O[Si:27]([CH:34]([CH3:36])[CH3:35])([CH:31]([CH3:33])[CH3:32])[CH:28]([CH3:30])[CH3:29])(=O)=O.C([O-])(O)=O.[Na+], predict the reaction product. The product is: [Cl:1][C:2]1[CH:11]=[C:10]([O:12][Si:27]([CH:34]([CH3:36])[CH3:35])([CH:31]([CH3:33])[CH3:32])[CH:28]([CH3:30])[CH3:29])[CH:9]=[CH:8][C:3]=1[CH2:4][OH:6]. (5) Given the reactants [Cl:1][C:2]1[C:6]([Cl:7])=[C:5]([CH3:8])[NH:4][C:3]=1[C:9]([NH:11][CH:12]1[CH2:17][CH2:16][N:15]([C:18]2[CH:23]=[CH:22][N:21]=[C:20](Cl)[N:19]=2)[CH2:14][CH2:13]1)=[O:10].[CH3:25][S-:26].[Na+], predict the reaction product. The product is: [Cl:1][C:2]1[C:6]([Cl:7])=[C:5]([CH3:8])[NH:4][C:3]=1[C:9]([NH:11][CH:12]1[CH2:17][CH2:16][N:15]([C:18]2[CH:23]=[CH:22][N:21]=[C:20]([S:26][CH3:25])[N:19]=2)[CH2:14][CH2:13]1)=[O:10]. (6) Given the reactants [CH2:1]([C:3]1[CH:8]=[C:7]([O:9][CH2:10][O:11][CH2:12][CH2:13][Si:14]([CH3:17])([CH3:16])[CH3:15])[C:6]([F:18])=[CH:5][C:4]=1[C:19]1[N:24]=[C:23]([NH:25][CH2:26][C:27]2[CH:32]=[CH:31][CH:30]=[CH:29][C:28]=2[NH:33][CH3:34])[C:22]2[C:35]([C:46]([NH:48][CH3:49])=[O:47])=[N:36][N:37]([CH2:38][O:39][CH2:40][CH2:41][Si:42]([CH3:45])([CH3:44])[CH3:43])[C:21]=2[CH:20]=1)[CH3:2].[H-].[Na+].[S:52](Cl)(=[O:55])(=[O:54])[NH2:53], predict the reaction product. The product is: [CH2:1]([C:3]1[CH:8]=[C:7]([O:9][CH2:10][O:11][CH2:12][CH2:13][Si:14]([CH3:17])([CH3:15])[CH3:16])[C:6]([F:18])=[CH:5][C:4]=1[C:19]1[N:24]=[C:23]([NH:25][CH2:26][C:27]2[CH:32]=[CH:31][CH:30]=[CH:29][C:28]=2[N:33]([CH3:34])[S:52](=[O:55])(=[O:54])[NH2:53])[C:22]2[C:35]([C:46]([NH:48][CH3:49])=[O:47])=[N:36][N:37]([CH2:38][O:39][CH2:40][CH2:41][Si:42]([CH3:45])([CH3:44])[CH3:43])[C:21]=2[CH:20]=1)[CH3:2]. (7) The product is: [Cl:1][C:2]1[CH:11]=[CH:10][CH:9]=[C:8]2[C:3]=1[CH:4]=[C:5]([C:22]1[CH:27]=[CH:26][CH:25]=[CH:24][N:23]=1)[C:6]([CH:12]([NH2:14])[CH3:13])=[N:7]2. Given the reactants [Cl:1][C:2]1[CH:11]=[CH:10][CH:9]=[C:8]2[C:3]=1[CH:4]=[C:5]([C:22]1[CH:27]=[CH:26][CH:25]=[CH:24][N:23]=1)[C:6]([CH:12]([NH:14]C(=O)OC(C)(C)C)[CH3:13])=[N:7]2.FC(F)(F)C(O)=O, predict the reaction product.